Task: Regression. Given two drug SMILES strings and cell line genomic features, predict the synergy score measuring deviation from expected non-interaction effect.. Dataset: NCI-60 drug combinations with 297,098 pairs across 59 cell lines (1) Drug 1: COC1=C(C=C2C(=C1)N=CN=C2NC3=CC(=C(C=C3)F)Cl)OCCCN4CCOCC4. Drug 2: CC1CCC2CC(C(=CC=CC=CC(CC(C(=O)C(C(C(=CC(C(=O)CC(OC(=O)C3CCCCN3C(=O)C(=O)C1(O2)O)C(C)CC4CCC(C(C4)OC)OCCO)C)C)O)OC)C)C)C)OC. Cell line: SR. Synergy scores: CSS=68.8, Synergy_ZIP=12.5, Synergy_Bliss=11.7, Synergy_Loewe=9.66, Synergy_HSA=16.0. (2) Cell line: IGROV1. Drug 2: C1=NNC2=C1C(=O)NC=N2. Synergy scores: CSS=23.8, Synergy_ZIP=-7.59, Synergy_Bliss=-1.01, Synergy_Loewe=-6.80, Synergy_HSA=-1.22. Drug 1: C1=NC2=C(N1)C(=S)N=C(N2)N. (3) Drug 1: C1CCC(CC1)NC(=O)N(CCCl)N=O. Drug 2: C1C(C(OC1N2C=C(C(=O)NC2=O)F)CO)O. Cell line: LOX IMVI. Synergy scores: CSS=59.6, Synergy_ZIP=-6.56, Synergy_Bliss=-3.55, Synergy_Loewe=-1.44, Synergy_HSA=2.42.